The task is: Predict the product of the given reaction.. This data is from Forward reaction prediction with 1.9M reactions from USPTO patents (1976-2016). Given the reactants [CH3:1][O:2][C:3](=[O:15])[C:4]1[CH:9]=[C:8]([F:10])[C:7]([N+:11]([O-:13])=[O:12])=[C:6](Br)[CH:5]=1.[C:16]([Si:18]([CH3:21])([CH3:20])[CH3:19])#[CH:17], predict the reaction product. The product is: [CH3:1][O:2][C:3](=[O:15])[C:4]1[CH:5]=[C:6]([C:17]#[C:16][Si:18]([CH3:21])([CH3:20])[CH3:19])[C:7]([N+:11]([O-:13])=[O:12])=[C:8]([F:10])[CH:9]=1.